This data is from Reaction yield outcomes from USPTO patents with 853,638 reactions. The task is: Predict the reaction yield, written as a fraction of the theoretical maximum amount of product (1.0 means a 100% yield; for example, 0.34 means a 34% yield). (1) The reactants are [F:1][C:2]1[CH:7]=[CH:6][C:5]([C:8](=[N:20]O)[CH2:9][C:10]2[CH:15]=[CH:14][C:13]([C:16]([F:19])([F:18])[F:17])=[CH:12][N:11]=2)=[CH:4][CH:3]=1.CS(Cl)(=O)=O.C(N(CC)CC)C.O. The catalyst is C(OCC)(=O)C.[Fe](Cl)Cl. The product is [F:1][C:2]1[CH:7]=[CH:6][C:5]([C:8]2[CH:9]=[C:10]3[CH:15]=[CH:14][C:13]([C:16]([F:19])([F:18])[F:17])=[CH:12][N:11]3[N:20]=2)=[CH:4][CH:3]=1. The yield is 0.560. (2) The reactants are [OH:1][C:2]1[C:11]2[C:6](=[CH:7][CH:8]=[CH:9][CH:10]=2)[N:5]=[CH:4][C:3]=1[C:12]([OH:14])=O.CN(C(ON1N=NC2C=CC=CC1=2)=[N+](C)C)C.F[P-](F)(F)(F)(F)F.CCN(C(C)C)C(C)C.[CH3:48][C:49]1[CH:54]=[CH:53][C:52]([N+:55]([O-])=O)=[CH:51][C:50]=1[NH2:58].O.O.Cl[Sn]Cl.C([O-])(O)=O.[Na+]. The catalyst is C1COCC1. The product is [NH2:55][C:52]1[CH:53]=[CH:54][C:49]([CH3:48])=[C:50]([NH:58][C:12]([C:3]2[C:2](=[O:1])[C:11]3[C:6](=[CH:7][CH:8]=[CH:9][CH:10]=3)[NH:5][CH:4]=2)=[O:14])[CH:51]=1. The yield is 0.0800. (3) The yield is 0.310. The reactants are [CH2:1]([O:3][C:4]([C:6]1[CH:7]=[N:8][C:9]2[C:14]([C:15]=1[O:16][CH2:17][CH2:18][CH2:19][CH2:20][CH2:21][O:22][C:23]1[C:28](=[O:29])[CH:27]=[C:26]([CH2:30]OS(C)(=O)=O)[O:25][CH:24]=1)=[CH:13][CH:12]=[C:11]([C:36]([F:39])([F:38])[F:37])[CH:10]=2)=[O:5])[CH3:2].[CH3:40][N:41]1[CH2:46][CH2:45][NH:44][CH2:43][CH2:42]1. The catalyst is ClCCl. The product is [CH2:1]([O:3][C:4]([C:6]1[CH:7]=[N:8][C:9]2[C:14]([C:15]=1[O:16][CH2:17][CH2:18][CH2:19][CH2:20][CH2:21][O:22][C:23]1[C:28](=[O:29])[CH:27]=[C:26]([CH2:30][N:44]3[CH2:45][CH2:46][N:41]([CH3:40])[CH2:42][CH2:43]3)[O:25][CH:24]=1)=[CH:13][CH:12]=[C:11]([C:36]([F:37])([F:39])[F:38])[CH:10]=2)=[O:5])[CH3:2]. (4) The reactants are [C:1]([NH:4][C:5]1N=[CH:9][C:8]([NH:11][C:12](=[O:19])OCC(Cl)(Cl)Cl)=[CH:7][CH:6]=1)(=[O:3])[CH3:2].[S:20]1[CH:24]=[CH:23][C:22]([C:25]2[CH:26]=[C:27]([N:31]3[CH2:36][CH2:35][NH:34][CH2:33][CH2:32]3)[CH:28]=[CH:29][CH:30]=2)=[CH:21]1.[CH:37](N(C(C)C)CC)(C)C.O. The catalyst is CS(C)=O. The product is [C:1]([NH:4][C:5]1[CH:6]=[CH:7][C:8]([NH:11][C:12]([N:34]2[CH2:35][CH2:36][N:31]([C:27]3[CH:28]=[CH:29][CH:30]=[C:25]([C:22]4[CH:23]=[CH:24][S:20][CH:21]=4)[CH:26]=3)[CH2:32][CH2:33]2)=[O:19])=[CH:9][CH:37]=1)(=[O:3])[CH3:2]. The yield is 0.515.